This data is from Reaction yield outcomes from USPTO patents with 853,638 reactions. The task is: Predict the reaction yield, written as a fraction of the theoretical maximum amount of product (1.0 means a 100% yield; for example, 0.34 means a 34% yield). (1) The reactants are [C:1]([O:5][C:6]([NH:8][C:9]1([C:24](O)=[O:25])[CH2:14][CH2:13][N:12]([C:15]2[C:16]3[CH:23]=[CH:22][NH:21][C:17]=3[N:18]=[CH:19][N:20]=2)[CH2:11][CH2:10]1)=[O:7])([CH3:4])([CH3:3])[CH3:2].C(N(CC)C(C)C)(C)C.[NH2:36][CH:37]([C:44]1[CH:49]=[CH:48][C:47]([Cl:50])=[CH:46][CH:45]=1)[CH2:38][CH2:39][NH:40][C:41]([NH2:43])=[O:42]. The catalyst is CN1C(=O)CCC1.CCOC(C)=O. The product is [Cl:50][C:47]1[CH:48]=[CH:49][C:44]([CH:37]([NH:36][C:24]([C:9]2([NH:8][C:6](=[O:7])[O:5][C:1]([CH3:3])([CH3:4])[CH3:2])[CH2:14][CH2:13][N:12]([C:15]3[C:16]4[CH:23]=[CH:22][NH:21][C:17]=4[N:18]=[CH:19][N:20]=3)[CH2:11][CH2:10]2)=[O:25])[CH2:38][CH2:39][NH:40][C:41]([NH2:43])=[O:42])=[CH:45][CH:46]=1. The yield is 1.00. (2) The product is [C:15]([O:18][CH:19]1[CH:24]([N:25]([CH3:26])[CH3:27])[CH2:23][CH:22]([CH3:28])[O:21][CH:20]1[O:14][CH:1]1[CH2:13][CH2:12][CH2:11][CH2:10][CH2:9][CH2:8][CH2:7][CH2:6][CH2:5][CH2:4][CH2:3][CH2:2]1)(=[O:17])[CH3:16]. The yield is 0.640. The reactants are [CH:1]1([OH:14])[CH2:13][CH2:12][CH2:11][CH2:10][CH2:9][CH2:8][CH2:7][CH2:6][CH2:5][CH2:4][CH2:3][CH2:2]1.[C:15]([O:18][CH:19]1[CH:24]([N:25]([CH3:27])[CH3:26])[CH2:23][CH:22]([CH3:28])[O:21][CH:20]1F)(=[O:17])[CH3:16].B(F)(F)F.CCOCC. The catalyst is C(OCC)(=O)C. (3) The reactants are [Cl:1][C:2]1[CH:7]=[C:6]([N+:8]([O-])=O)[CH:5]=[CH:4][C:3]=1[S:11][C:12]1[S:13][C:14]2[CH:20]=[C:19]([C:21]#[N:22])[CH:18]=[CH:17][C:15]=2[N:16]=1.O.O.[Sn](Cl)(Cl)(Cl)Cl. No catalyst specified. The product is [NH2:8][C:6]1[CH:5]=[CH:4][C:3]([S:11][C:12]2[S:13][C:14]3[CH:20]=[C:19]([C:21]#[N:22])[CH:18]=[CH:17][C:15]=3[N:16]=2)=[C:2]([Cl:1])[CH:7]=1. The yield is 0.930. (4) The reactants are [NH2:1][C:2]1[CH:7]=[C:6]([F:8])[CH:5]=[CH:4][C:3]=1[CH:9]([C:17]([O:19][C:20]([CH3:23])([CH3:22])[CH3:21])=[O:18])[C:10]([O:12][C:13]([CH3:16])([CH3:15])[CH3:14])=[O:11].[CH3:24][C:25]1([N:37]2[CH2:42][CH2:41][C:40](=O)[CH2:39][CH2:38]2)[CH2:29][CH2:28][N:27]([C:30]([O:32][C:33]([CH3:36])([CH3:35])[CH3:34])=[O:31])[CH2:26]1. No catalyst specified. The product is [C:33]([O:32][C:30]([N:27]1[CH2:28][CH2:29][C:25]([N:37]2[CH2:38][CH2:39][CH:40]([NH:1][C:2]3[CH:7]=[C:6]([F:8])[CH:5]=[CH:4][C:3]=3[CH:9]([C:17]([O:19][C:20]([CH3:23])([CH3:22])[CH3:21])=[O:18])[C:10]([O:12][C:13]([CH3:15])([CH3:16])[CH3:14])=[O:11])[CH2:41][CH2:42]2)([CH3:24])[CH2:26]1)=[O:31])([CH3:34])([CH3:35])[CH3:36]. The yield is 0.445. (5) The reactants are O1CCCC1.CO.[C:8]([C:12]1[C:13]([O:32]C)=[C:14]([C:19]([CH3:31])=[C:20]([C:22](=[O:30])[C:23]2[CH:28]=[CH:27][C:26]([CH3:29])=[CH:25][CH:24]=2)[CH:21]=1)[C:15]([O:17]C)=[O:16])([CH3:11])([CH3:10])[CH3:9]. The catalyst is CN(C)C=O. The product is [C:8]([C:12]1[C:13]([OH:32])=[C:14]([C:19]([CH3:31])=[C:20]([C:22](=[O:30])[C:23]2[CH:24]=[CH:25][C:26]([CH3:29])=[CH:27][CH:28]=2)[CH:21]=1)[C:15]([OH:17])=[O:16])([CH3:11])([CH3:10])[CH3:9]. The yield is 0.420. (6) The reactants are [F:1][C:2]([F:11])([F:10])[CH2:3][N:4]1[CH:8]=[C:7]([NH2:9])[CH:6]=[N:5]1.Cl[C:13]1[N:18]=[C:17]([CH2:19][CH2:20][C:21]2[CH:26]=[CH:25][CH:24]=[CH:23][C:22]=2[C:27]2([C:30]([NH2:32])=[O:31])[CH2:29][CH2:28]2)[C:16]([Cl:33])=[CH:15][N:14]=1.CC1C=CC(S(O)(=O)=O)=CC=1.O. The catalyst is O1CCOCC1. The product is [Cl:33][C:16]1[C:17]([CH2:19][CH2:20][C:21]2[CH:26]=[CH:25][CH:24]=[CH:23][C:22]=2[C:27]2([C:30]([NH2:32])=[O:31])[CH2:29][CH2:28]2)=[N:18][C:13]([NH:9][C:7]2[CH:6]=[N:5][N:4]([CH2:3][C:2]([F:1])([F:10])[F:11])[CH:8]=2)=[N:14][CH:15]=1. The yield is 0.260. (7) The reactants are [Br:1][C:2]1[CH:3]=[C:4]([N+:19]([O-:21])=[O:20])[C:5]([CH:8](C(OCC)=O)C(OCC)=O)=[N:6][CH:7]=1.C(=O)(O)[O-].[Na+]. The catalyst is Cl. The product is [Br:1][C:2]1[CH:3]=[C:4]([N+:19]([O-:21])=[O:20])[C:5]([CH3:8])=[N:6][CH:7]=1. The yield is 0.720.